Dataset: Forward reaction prediction with 1.9M reactions from USPTO patents (1976-2016). Task: Predict the product of the given reaction. Given the reactants [CH3:1][N:2]1[CH2:7][CH2:6][CH2:5][C@@H:4]([O:8][C:9](=[O:24])[C:10]([OH:23])([C:17]2[CH:22]=[CH:21][CH:20]=[CH:19][CH:18]=2)[C:11]2[CH:16]=[CH:15][CH:14]=[CH:13][CH:12]=2)[CH2:3]1.[Br:25]C[CH2:27][CH2:28][O:29][C:30]1[CH:35]=[CH:34][CH:33]=[CH:32][CH:31]=1.[C:36](#N)C, predict the reaction product. The product is: [Br-:25].[OH:23][C:10]([C:17]1[CH:18]=[CH:19][CH:20]=[CH:21][CH:22]=1)([C:11]1[CH:16]=[CH:15][CH:14]=[CH:13][CH:12]=1)[C:9]([O:8][C@@H:4]1[CH2:5][CH2:6][CH2:7][N+:2]([CH3:36])([CH2:1][CH:28]([O:29][C:30]2[CH:35]=[CH:34][CH:33]=[CH:32][CH:31]=2)[CH3:27])[CH2:3]1)=[O:24].